Predict the reactants needed to synthesize the given product. From a dataset of Full USPTO retrosynthesis dataset with 1.9M reactions from patents (1976-2016). (1) Given the product [C:1]([O:5][C:6](=[O:22])[C@@H:7]([N:11]1[CH2:20][C:19]2[C:14](=[CH:15][CH:16]=[CH:17][CH:18]=2)[N:13]([CH2:27][C:26]2[CH:29]=[CH:30][CH:31]=[C:24]([Cl:23])[CH:25]=2)[C:12]1=[O:21])[CH:8]([CH3:10])[CH3:9])([CH3:3])([CH3:4])[CH3:2], predict the reactants needed to synthesize it. The reactants are: [C:1]([O:5][C:6](=[O:22])[C@@H:7]([N:11]1[CH2:20][C:19]2[C:14](=[CH:15][CH:16]=[CH:17][CH:18]=2)[NH:13][C:12]1=[O:21])[CH:8]([CH3:10])[CH3:9])([CH3:4])([CH3:3])[CH3:2].[Cl:23][C:24]1[CH:25]=[C:26]([CH:29]=[CH:30][CH:31]=1)[CH2:27]Br.[H-].[Na+]. (2) Given the product [CH2:11]([O:10][CH2:6][C@H:7]([OH:9])[CH2:8][CH:1]=[CH2:2])[C:12]1[CH:17]=[CH:16][CH:15]=[CH:14][CH:13]=1, predict the reactants needed to synthesize it. The reactants are: [CH3:1][CH2:2]OCC.[CH2:6]([O:10][CH2:11][C:12]1[CH:17]=[CH:16][CH:15]=[CH:14][CH:13]=1)[C@@H:7]1[O:9][CH2:8]1.C([Mg]Cl)=C.[Cl-].[NH4+]. (3) The reactants are: [Cl-].[Al+3].[Cl-].[Cl-].[C:5](Cl)(=[O:8])[CH2:6][CH3:7].[CH3:10][N:11]1[CH:15]=[CH:14][CH:13]=[C:12]1[CH:16]=[O:17]. Given the product [CH3:10][N:11]1[CH:15]=[C:14]([C:5](=[O:8])[CH2:6][CH3:7])[CH:13]=[C:12]1[CH:16]=[O:17], predict the reactants needed to synthesize it. (4) Given the product [C:1]([O:5][C:6](=[O:20])[C:7]([CH3:10])([NH:11][CH3:12])[CH2:8][OH:9])([CH3:4])([CH3:3])[CH3:2], predict the reactants needed to synthesize it. The reactants are: [C:1]([O:5][C:6](=[O:20])[C:7]([NH:11][CH2:12]C(OC(C)(C)C)=O)([CH3:10])[CH2:8][OH:9])([CH3:4])([CH3:3])[CH3:2].C1(C)C=CC(S(O)(=O)=O)=CC=1.C(OC(=O)C(NC(C1C=CC(OC)=CC=1)C1C=CC(OC)=CC=1)(C)CO)(C)(C)C.C([O-])([O-])=O.[Na+].[Na+]. (5) The reactants are: [CH3:1][S:2]([N:5]1[CH2:10][CH:9]=[C:8]([C:11]2[CH:12]=[C:13]3[CH2:19][C@:18]([CH:21]4[CH2:26][CH2:25][N:24]([C:27]#[N:28])[CH2:23][CH2:22]4)([CH3:20])[O:17][C:14]3=[CH:15][N:16]=2)[CH2:7][CH2:6]1)(=[O:4])=[O:3].[OH:29][NH:30][C:31](=N)[CH:32]([CH3:34])[CH3:33]. Given the product [CH:32]([C:31]1[N:28]=[C:27]([N:24]2[CH2:25][CH2:26][CH:21]([C@@:18]3([CH3:20])[O:17][C:14]4=[CH:15][N:16]=[C:11]([C:8]5[CH2:9][CH2:10][N:5]([S:2]([CH3:1])(=[O:4])=[O:3])[CH2:6][CH:7]=5)[CH:12]=[C:13]4[CH2:19]3)[CH2:22][CH2:23]2)[O:29][N:30]=1)([CH3:34])[CH3:33], predict the reactants needed to synthesize it. (6) Given the product [Cl:14][CH2:10][C:8]1[N:9]=[C:5]([O:4][CH2:1][C:2]#[CH:3])[S:6][CH:7]=1, predict the reactants needed to synthesize it. The reactants are: [CH2:1]([O:4][C:5]1[S:6][CH:7]=[C:8]([CH2:10]O)[N:9]=1)[C:2]#[CH:3].S(Cl)([Cl:14])=O. (7) Given the product [CH3:17][C:18]1[CH:19]=[CH:20][C:21]([CH2:22][CH:23]2[CH2:28][CH2:27][N:26]([C:13](=[O:15])[C:12]([NH:11][C:9]3[CH:8]=[CH:7][C:5]4[NH:6][C:2](=[O:1])[S:3][C:4]=4[CH:10]=3)=[O:16])[CH2:25][CH2:24]2)=[CH:29][CH:30]=1, predict the reactants needed to synthesize it. The reactants are: [O:1]=[C:2]1[NH:6][C:5]2[CH:7]=[CH:8][C:9]([NH:11][C:12](=[O:16])[C:13]([OH:15])=O)=[CH:10][C:4]=2[S:3]1.[CH3:17][C:18]1[CH:30]=[CH:29][C:21]([CH2:22][CH:23]2[CH2:28][CH2:27][NH:26][CH2:25][CH2:24]2)=[CH:20][CH:19]=1.